Dataset: Forward reaction prediction with 1.9M reactions from USPTO patents (1976-2016). Task: Predict the product of the given reaction. (1) Given the reactants [C:1]1([C:21]2[CH:26]=[CH:25][CH:24]=[CH:23][CH:22]=2)[CH:6]=[CH:5][C:4]([C:7]([N:9]2[CH2:13][C:12](=[N:14][O:15][CH3:16])[CH2:11][C@H:10]2[C:17](=[N:19][OH:20])[NH2:18])=[O:8])=[CH:3][CH:2]=1.[C:27]([O:31][C@H:32]([CH3:45])[C@H:33]([NH:37][C:38]([O:40][C:41]([CH3:44])([CH3:43])[CH3:42])=[O:39])[C:34](O)=O)([CH3:30])([CH3:29])[CH3:28], predict the reaction product. The product is: [C:27]([O:31][C@H:32]([CH3:45])[C@@H:33]([C:34]1[O:20][N:19]=[C:17]([C@@H:10]2[CH2:11][C:12](=[N:14][O:15][CH3:16])[CH2:13][N:9]2[C:7]([C:4]2[CH:3]=[CH:2][C:1]([C:21]3[CH:26]=[CH:25][CH:24]=[CH:23][CH:22]=3)=[CH:6][CH:5]=2)=[O:8])[N:18]=1)[NH:37][C:38]([O:40][C:41]([CH3:44])([CH3:43])[CH3:42])=[O:39])([CH3:30])([CH3:29])[CH3:28]. (2) Given the reactants [N:1]1([C:10]([O:12][C:13]([CH3:16])([CH3:15])[CH3:14])=[O:11])[CH:9]2[CH:4]([NH:5][CH2:6][CH2:7][CH2:8]2)[CH2:3][CH2:2]1.C(=O)([O-])[O-].[Na+].[Na+].Cl[C:24]([O:26][CH2:27][C:28]1[CH:33]=[CH:32][CH:31]=[CH:30][CH:29]=1)=[O:25], predict the reaction product. The product is: [N:1]1([C:10]([O:12][C:13]([CH3:16])([CH3:15])[CH3:14])=[O:11])[CH:9]2[CH:4]([N:5]([C:24]([O:26][CH2:27][C:28]3[CH:33]=[CH:32][CH:31]=[CH:30][CH:29]=3)=[O:25])[CH2:6][CH2:7][CH2:8]2)[CH2:3][CH2:2]1. (3) Given the reactants [CH2:1]([C:8]1[CH:13]=[CH:12][C:11]([C:14]2[CH:22]=[CH:21][C:17]([C:18]([OH:20])=[O:19])=[CH:16][CH:15]=2)=[CH:10][CH:9]=1)[CH2:2][CH2:3][CH2:4][CH2:5][CH2:6][CH3:7].[F:23][C:24]1[CH:25]=[C:26](O)[CH:27]=[C:28]([F:31])[C:29]=1[F:30].ClCCl.Cl.C(N=C=NCCCN(C)C)C, predict the reaction product. The product is: [CH2:1]([C:8]1[CH:13]=[CH:12][C:11]([C:14]2[CH:22]=[CH:21][C:17]([C:18]([O:20][C:26]3[CH:25]=[C:24]([F:23])[C:29]([F:30])=[C:28]([F:31])[CH:27]=3)=[O:19])=[CH:16][CH:15]=2)=[CH:10][CH:9]=1)[CH2:2][CH2:3][CH2:4][CH2:5][CH2:6][CH3:7]. (4) The product is: [CH3:13][O:14][C:15]1[CH:16]=[CH:17][C:18]([CH2:19][O:20][C:21]2[CH:22]=[C:23]([C:2]3[N:7]=[C:6]([C:8]([O:10][CH3:11])=[O:9])[CH:5]=[CH:4][C:3]=3[OH:12])[CH:24]=[CH:25][C:26]=2[Cl:27])=[CH:31][CH:32]=1. Given the reactants Br[C:2]1[N:7]=[C:6]([C:8]([O:10][CH3:11])=[O:9])[CH:5]=[CH:4][C:3]=1[OH:12].[CH3:13][O:14][C:15]1[CH:32]=[CH:31][C:18]([CH2:19][O:20][C:21]2[CH:22]=[C:23](B(O)O)[CH:24]=[CH:25][C:26]=2[Cl:27])=[CH:17][CH:16]=1.C([O-])([O-])=O.[K+].[K+].Cl, predict the reaction product. (5) Given the reactants [CH2:1]([O:3][C:4](=[O:14])[CH2:5]P(OCC)(OCC)=O)[CH3:2].[H-].[Na+].[CH2:17]([N:24]1[CH2:28][CH2:27][CH:26]([NH:29][C:30]2[CH:37]=[CH:36][C:33]([CH:34]=O)=[CH:32][N:31]=2)[CH2:25]1)[C:18]1[CH:23]=[CH:22][CH:21]=[CH:20][CH:19]=1.C(OCC)(C)=O.O, predict the reaction product. The product is: [CH2:17]([N:24]1[CH2:28][CH2:27][CH:26]([NH:29][C:30]2[N:31]=[CH:32][C:33](/[CH:34]=[CH:5]/[C:4]([O:3][CH2:1][CH3:2])=[O:14])=[CH:36][CH:37]=2)[CH2:25]1)[C:18]1[CH:19]=[CH:20][CH:21]=[CH:22][CH:23]=1.